From a dataset of Peptide-MHC class I binding affinity with 185,985 pairs from IEDB/IMGT. Regression. Given a peptide amino acid sequence and an MHC pseudo amino acid sequence, predict their binding affinity value. This is MHC class I binding data. (1) The peptide sequence is MQWNSTTFH. The MHC is HLA-A02:03 with pseudo-sequence HLA-A02:03. The binding affinity (normalized) is 0. (2) The peptide sequence is RMILPMSRAFR. The MHC is HLA-B07:02 with pseudo-sequence HLA-B07:02. The binding affinity (normalized) is 0.0847. (3) The peptide sequence is FWLMVYEGL. The MHC is HLA-B58:01 with pseudo-sequence HLA-B58:01. The binding affinity (normalized) is 0.0847.